This data is from Forward reaction prediction with 1.9M reactions from USPTO patents (1976-2016). The task is: Predict the product of the given reaction. (1) The product is: [Cl:15][C:11]1[CH:10]=[C:9]2[C:14]([C:5]([NH:4][CH2:3][CH2:2][O:16][C:17]3[CH:24]=[C:21]([CH:20]=[C:19]([O:25][CH3:26])[C:18]=3[O:27][CH3:28])[CH:22]=[O:23])=[CH:6][CH:7]=[N:8]2)=[CH:13][CH:12]=1. Given the reactants Br[CH2:2][CH2:3][NH:4][C:5]1[C:14]2[C:9](=[CH:10][C:11]([Cl:15])=[CH:12][CH:13]=2)[N:8]=[CH:7][CH:6]=1.[OH:16][C:17]1[C:18]([O:27][CH3:28])=[C:19]([O:25][CH3:26])[CH:20]=[C:21]([CH:24]=1)[CH:22]=[O:23].C(=O)([O-])[O-].[K+].[K+], predict the reaction product. (2) Given the reactants [CH3:1][C@H:2]1[NH:7][C@@H:6]([CH3:8])[CH2:5][N:4]([C:9]2[CH:10]=[CH:11][C:12]([O:16][CH3:17])=[C:13]([CH:15]=2)[NH2:14])[CH2:3]1.CN1CCOCC1.[Br:25][C:26]1[CH:31]=[CH:30][C:29]([S:32](Cl)(=[O:34])=[O:33])=[CH:28][C:27]=1[F:36], predict the reaction product. The product is: [Br:25][C:26]1[CH:31]=[CH:30][C:29]([S:32]([NH:14][C:13]2[CH:15]=[C:9]([N:4]3[CH2:3][C@H:2]([CH3:1])[NH:7][C@H:6]([CH3:8])[CH2:5]3)[CH:10]=[CH:11][C:12]=2[O:16][CH3:17])(=[O:34])=[O:33])=[CH:28][C:27]=1[F:36].